This data is from Full USPTO retrosynthesis dataset with 1.9M reactions from patents (1976-2016). The task is: Predict the reactants needed to synthesize the given product. (1) Given the product [C:1]([Si:5]([O:18][C@@H:19]1[C@H:26]2[C@H:22]([O:23][C:24]([CH3:28])([CH3:27])[O:25]2)[CH:21]=[C:20]1[F:40])([C:12]1[CH:17]=[CH:16][CH:15]=[CH:14][CH:13]=1)[C:6]1[CH:11]=[CH:10][CH:9]=[CH:8][CH:7]=1)([CH3:4])([CH3:3])[CH3:2], predict the reactants needed to synthesize it. The reactants are: [C:1]([Si:5]([O:18][C@@H:19]1[C@H:26]2[C@H:22]([O:23][C:24]([CH3:28])([CH3:27])[O:25]2)[CH:21]=[C:20]1I)([C:12]1[CH:17]=[CH:16][CH:15]=[CH:14][CH:13]=1)[C:6]1[CH:11]=[CH:10][CH:9]=[CH:8][CH:7]=1)([CH3:4])([CH3:3])[CH3:2].C1C=CC(S(N(S(C2C=CC=CC=2)(=O)=O)[F:40])(=O)=O)=CC=1.[Li]CCCC. (2) Given the product [CH2:1]([N:8]1[C:13](=[O:14])[CH2:12][NH:11][C:10]2[N:15]=[CH:16][C:17]([C:27]3[CH:28]=[CH:29][C:24]([S:21]([CH3:20])(=[O:23])=[O:22])=[CH:25][CH:26]=3)=[CH:18][C:9]1=2)[C:2]1[CH:7]=[CH:6][CH:5]=[CH:4][CH:3]=1, predict the reactants needed to synthesize it. The reactants are: [CH2:1]([N:8]1[C:13](=[O:14])[CH2:12][NH:11][C:10]2[N:15]=[CH:16][C:17](I)=[CH:18][C:9]1=2)[C:2]1[CH:7]=[CH:6][CH:5]=[CH:4][CH:3]=1.[CH3:20][S:21]([C:24]1[CH:29]=[CH:28][C:27](B(O)O)=[CH:26][CH:25]=1)(=[O:23])=[O:22]. (3) Given the product [Cl:10][C:11]1[CH:12]=[C:13]([Cl:32])[C:14]2[N:15]([C:17]([CH2:28][C:29]([N:34]([CH3:33])[C:35]3[CH:40]=[CH:39][CH:38]=[CH:37][CH:36]=3)=[O:30])=[C:18]([C:20]3[CH:21]=[CH:22][C:23]([O:26][CH3:27])=[CH:24][CH:25]=3)[N:19]=2)[CH:16]=1, predict the reactants needed to synthesize it. The reactants are: C(N(C(C)C)CC)(C)C.[Cl:10][C:11]1[CH:12]=[C:13]([Cl:32])[C:14]2[N:15]([C:17]([CH2:28][C:29](O)=[O:30])=[C:18]([C:20]3[CH:25]=[CH:24][C:23]([O:26][CH3:27])=[CH:22][CH:21]=3)[N:19]=2)[CH:16]=1.[CH3:33][NH:34][C:35]1[CH:40]=[CH:39][CH:38]=[CH:37][CH:36]=1.C1C=CC2N(O)N=NC=2C=1.CCN=C=NCCCN(C)C.C(O)(=O)C.